Dataset: Full USPTO retrosynthesis dataset with 1.9M reactions from patents (1976-2016). Task: Predict the reactants needed to synthesize the given product. (1) The reactants are: [CH2:1]([N:3]([CH2:14][C:15]1[N:19](C(OC(C)(C)C)=O)[C:18]2[CH:27]=[CH:28][C:29]([C:31](OC)=[O:32])=[CH:30][C:17]=2[N:16]=1)[CH:4]1[C:13]2[N:12]=[CH:11][CH:10]=[CH:9][C:8]=2[CH2:7][CH2:6][CH2:5]1)[CH3:2].[CH2:35]([NH2:38])[CH2:36][NH2:37]. Given the product [NH2:37][CH2:36][CH2:35][NH:38][C:31]([C:29]1[CH:28]=[CH:27][C:18]2[NH:19][C:15]([CH2:14][N:3]([CH2:1][CH3:2])[CH:4]3[C:13]4[N:12]=[CH:11][CH:10]=[CH:9][C:8]=4[CH2:7][CH2:6][CH2:5]3)=[N:16][C:17]=2[CH:30]=1)=[O:32], predict the reactants needed to synthesize it. (2) Given the product [Cl:49][C:3]1[CH:4]=[C:55]([C:59](=[O:58])[CH2:36][C:35]([C:27]2[C:26]([OH:38])=[C:25]([CH:24]3[CH2:23][CH2:22][N:21]([CH3:48])[CH:20]3[CH2:19][O:18][C:15](=[O:17])[CH3:16])[C:30]([O:31][CH3:32])=[CH:29][C:28]=2[O:33][CH3:34])=[O:37])[CH:56]=[CH:57][CH:2]=1, predict the reactants needed to synthesize it. The reactants are: [Li][CH2:2][CH2:3][CH2:4]C.C[Si](C)(C)N[Si](C)(C)C.[C:15]([O:18][CH2:19][C@H:20]1[C@H:24]([C:25]2[C:30]([O:31][CH3:32])=[CH:29][C:28]([O:33][CH3:34])=[C:27]([C:35](=[O:37])[CH3:36])[C:26]=2[O:38]C(=O)C2C=CC=C(Cl)C=2)[CH2:23][CH2:22][N:21]1[CH3:48])(=[O:17])[CH3:16].[ClH:49].C(=O)(O)[O-].[Na+].[CH2:55]1[CH2:59][O:58][CH2:57][CH2:56]1. (3) Given the product [CH3:17][C:16]1[C:11]([O:1][C:2]2[CH:3]=[C:4]([CH:7]=[CH:8][CH:9]=2)[C:5]#[N:6])=[N:12][CH:13]=[CH:14][CH:15]=1, predict the reactants needed to synthesize it. The reactants are: [OH:1][C:2]1[CH:3]=[C:4]([CH:7]=[CH:8][CH:9]=1)[C:5]#[N:6].F[C:11]1[C:16]([CH3:17])=[CH:15][CH:14]=[CH:13][N:12]=1. (4) Given the product [ClH:45].[NH2:8][C@@H:9]1[CH2:14][CH2:13][CH2:12][N:11]([C:15]2[C:16]([CH2:38][C:39]3[CH:44]=[CH:43][CH:42]=[CH:41][C:40]=3[Cl:45])=[C:17]3[C:23](=[O:24])[NH:25][C:26]([C:34]([O:36][CH3:37])=[O:35])=[C:27]([CH2:28][C:29]([O:31][CH3:32])=[O:30])[N:18]3[N:19]=2)[CH2:10]1, predict the reactants needed to synthesize it. The reactants are: C(OC([NH:8][C@@H:9]1[CH2:14][CH2:13][CH2:12][N:11]([C:15]2[N:19](COC)[N:18]=[C:17]([C:23]([NH:25][C@H:26]([C:34]([O:36][CH3:37])=[O:35])[C:27](=O)[CH2:28][C:29]([O:31][CH3:32])=[O:30])=[O:24])[C:16]=2[CH2:38][C:39]2[CH:44]=[CH:43][CH:42]=[CH:41][C:40]=2[Cl:45])[CH2:10]1)=O)(C)(C)C.O. (5) Given the product [CH3:29][S:30]([OH:33])(=[O:32])=[O:31].[CH2:1]([CH:3]([C:6]1[C:7]2[N:8]([C:13]([C:17]3[S:18][C:19]([C:23]4[CH:28]=[CH:27][CH:26]=[C:25]([CH3:29])[N:24]=4)=[CH:20][C:21]=3[CH3:22])=[C:14]([CH3:16])[N:15]=2)[N:9]=[C:10]([CH3:12])[CH:11]=1)[CH2:4][CH3:5])[CH3:2], predict the reactants needed to synthesize it. The reactants are: [CH2:1]([CH:3]([C:6]1[C:7]2[N:8]([C:13]([C:17]3[S:18][C:19]([C:23]4[CH:28]=[CH:27][CH:26]=[CH:25][N:24]=4)=[CH:20][C:21]=3[CH3:22])=[C:14]([CH3:16])[N:15]=2)[N:9]=[C:10]([CH3:12])[CH:11]=1)[CH2:4][CH3:5])[CH3:2].[CH3:29][S:30]([OH:33])(=[O:32])=[O:31]. (6) Given the product [C:34]([C:31]1[CH:32]=[CH:33][C:28]([S:25]([NH:24][C:15]2[N:14]([CH3:38])[N:13]=[C:12]([O:11][CH2:10][CH2:9][O:8][C:5]3[N:4]=[CH:3][C:2]([C:44]4[O:45][CH:46]=[CH:47][CH:48]=4)=[CH:7][N:6]=3)[C:16]=2[C:17]2[CH:22]=[CH:21][C:20]([CH3:23])=[CH:19][CH:18]=2)(=[O:27])=[O:26])=[CH:29][CH:30]=1)([CH3:37])([CH3:36])[CH3:35], predict the reactants needed to synthesize it. The reactants are: Br[C:2]1[CH:3]=[N:4][C:5]([O:8][CH2:9][CH2:10][O:11][C:12]2[C:16]([C:17]3[CH:22]=[CH:21][C:20]([CH3:23])=[CH:19][CH:18]=3)=[C:15]([NH:24][S:25]([C:28]3[CH:33]=[CH:32][C:31]([C:34]([CH3:37])([CH3:36])[CH3:35])=[CH:30][CH:29]=3)(=[O:27])=[O:26])[N:14]([CH3:38])[N:13]=2)=[N:6][CH:7]=1.C([Sn](CCCC)(CCCC)[C:44]1[O:45][CH:46]=[CH:47][CH:48]=1)CCC. (7) Given the product [Cl:12][CH2:13][CH2:14][CH2:15][C:16]([NH:1][CH:2]([C:6]1[CH:11]=[CH:10][CH:9]=[CH:8][CH:7]=1)[C:3]([OH:5])=[O:4])=[O:17], predict the reactants needed to synthesize it. The reactants are: [NH2:1][CH:2]([C:6]1[CH:11]=[CH:10][CH:9]=[CH:8][CH:7]=1)[C:3]([OH:5])=[O:4].[Cl:12][CH2:13][CH2:14][CH2:15][C:16](Cl)=[O:17]. (8) The reactants are: Br[C:2]1[C:3]([CH3:18])=[C:4]2[C:8](=[CH:9][CH:10]=1)[C:7](=[O:11])[O:6][CH:5]2[C:12]1[CH:17]=[CH:16][CH:15]=[CH:14][CH:13]=1.[CH3:19][C:20]1[C:24](B(O)O)=[C:23]([CH3:28])[O:22][N:21]=1.C([O-])([O-])=O.[Na+].[Na+]. Given the product [CH3:19][C:20]1[C:24]([C:2]2[C:3]([CH3:18])=[C:4]3[C:8](=[CH:9][CH:10]=2)[C:7](=[O:11])[O:6][CH:5]3[C:12]2[CH:17]=[CH:16][CH:15]=[CH:14][CH:13]=2)=[C:23]([CH3:28])[O:22][N:21]=1, predict the reactants needed to synthesize it.